Predict the reaction yield, written as a fraction of the theoretical maximum amount of product (1.0 means a 100% yield; for example, 0.34 means a 34% yield). From a dataset of Reaction yield outcomes from USPTO patents with 853,638 reactions. (1) The reactants are [Cl:1][C:2]1[CH:7]=[CH:6][C:5](/[CH:8]=[CH:9]/[C:10]([OH:12])=[O:11])=[CH:4][C:3]=1[F:13].Cl[Si](C)(C)C.[CH2:19](O)[CH3:20]. No catalyst specified. The product is [Cl:1][C:2]1[CH:7]=[CH:6][C:5](/[CH:8]=[CH:9]/[C:10]([O:12][CH2:19][CH3:20])=[O:11])=[CH:4][C:3]=1[F:13]. The yield is 0.997. (2) The reactants are [Cl:1][C:2]1[C:3]([C:11]([OH:13])=[O:12])=[CH:4][CH:5]=[C:6]2[C:10]=1[NH:9][CH:8]=[CH:7]2.[C:14]1(=O)[CH2:19][CH2:18][CH2:17][CH2:16][CH2:15]1.N1C2C(=CC=CC=2)C=C1.C[O-].[Na+]. The catalyst is CO. The product is [Cl:1][C:2]1[C:3]([C:11]([OH:13])=[O:12])=[CH:4][CH:5]=[C:6]2[C:10]=1[NH:9][CH:8]=[C:7]2[C:14]1[CH2:19][CH2:18][CH2:17][CH2:16][CH:15]=1. The yield is 0.880.